Regression. Given a peptide amino acid sequence and an MHC pseudo amino acid sequence, predict their binding affinity value. This is MHC class I binding data. From a dataset of Peptide-MHC class I binding affinity with 185,985 pairs from IEDB/IMGT. (1) The peptide sequence is CVDIPGIPK. The MHC is HLA-A03:01 with pseudo-sequence HLA-A03:01. The binding affinity (normalized) is 0.537. (2) The peptide sequence is KETSYTTTI. The MHC is HLA-B44:02 with pseudo-sequence HLA-B44:02. The binding affinity (normalized) is 0.583.